From a dataset of NCI-60 drug combinations with 297,098 pairs across 59 cell lines. Regression. Given two drug SMILES strings and cell line genomic features, predict the synergy score measuring deviation from expected non-interaction effect. (1) Drug 1: C1=CC(=CC=C1C#N)C(C2=CC=C(C=C2)C#N)N3C=NC=N3. Drug 2: CC1=C2C(C(=O)C3(C(CC4C(C3C(C(C2(C)C)(CC1OC(=O)C(C(C5=CC=CC=C5)NC(=O)C6=CC=CC=C6)O)O)OC(=O)C7=CC=CC=C7)(CO4)OC(=O)C)O)C)OC(=O)C. Cell line: K-562. Synergy scores: CSS=34.2, Synergy_ZIP=5.13, Synergy_Bliss=1.12, Synergy_Loewe=-18.9, Synergy_HSA=-5.25. (2) Drug 1: CCC1=CC2CC(C3=C(CN(C2)C1)C4=CC=CC=C4N3)(C5=C(C=C6C(=C5)C78CCN9C7C(C=CC9)(C(C(C8N6C)(C(=O)OC)O)OC(=O)C)CC)OC)C(=O)OC.C(C(C(=O)O)O)(C(=O)O)O. Drug 2: C1CN1P(=S)(N2CC2)N3CC3. Cell line: IGROV1. Synergy scores: CSS=40.9, Synergy_ZIP=-1.68, Synergy_Bliss=3.76, Synergy_Loewe=-4.51, Synergy_HSA=6.64. (3) Drug 1: C1C(C(OC1N2C=NC3=C(N=C(N=C32)Cl)N)CO)O. Drug 2: CC1=C(C=C(C=C1)C(=O)NC2=CC(=CC(=C2)C(F)(F)F)N3C=C(N=C3)C)NC4=NC=CC(=N4)C5=CN=CC=C5. Cell line: U251. Synergy scores: CSS=30.8, Synergy_ZIP=-11.3, Synergy_Bliss=-4.13, Synergy_Loewe=-1.97, Synergy_HSA=0.0265. (4) Cell line: HCT-15. Drug 1: CC12CCC(CC1=CCC3C2CCC4(C3CC=C4C5=CN=CC=C5)C)O. Drug 2: CC1C(C(CC(O1)OC2CC(CC3=C2C(=C4C(=C3O)C(=O)C5=C(C4=O)C(=CC=C5)OC)O)(C(=O)CO)O)N)O.Cl. Synergy scores: CSS=35.0, Synergy_ZIP=2.03, Synergy_Bliss=4.53, Synergy_Loewe=-0.138, Synergy_HSA=4.53.